From a dataset of Full USPTO retrosynthesis dataset with 1.9M reactions from patents (1976-2016). Predict the reactants needed to synthesize the given product. (1) Given the product [CH3:1][N:2]([CH2:4][C:5]1[CH:6]=[CH:7][C:8]([CH:11]2[NH:12][C:13]3[C:18]4[C:19](=[N:35][NH:36][C:29](=[O:34])[C:17]=4[CH:16]=[CH:15][CH:14]=3)[CH:20]2[C:21]2[CH:26]=[CH:25][C:24]([CH3:27])=[CH:23][CH:22]=2)=[CH:9][CH:10]=1)[CH3:3], predict the reactants needed to synthesize it. The reactants are: [CH3:1][N:2]([CH2:4][C:5]1[CH:10]=[CH:9][C:8]([CH:11]2[CH:20]([C:21]3[CH:26]=[CH:25][C:24]([CH3:27])=[CH:23][CH:22]=3)[C:19](=O)[C:18]3[C:17]([C:29](OCC)=O)=[CH:16][CH:15]=[CH:14][C:13]=3[NH:12]2)=[CH:7][CH:6]=1)[CH3:3].[OH2:34].[NH2:35][NH2:36]. (2) Given the product [CH3:41][C:42]1[C:46]([C:2]2[CH:40]=[CH:39][C:5]([CH2:6][N:7]3[C:11]4[CH:12]=[CH:13][C:14]([O:16][CH2:17][C:18]5[CH:27]=[CH:26][C:25]6[C:20](=[CH:21][CH:22]=[CH:23][CH:24]=6)[N:19]=5)=[CH:15][C:10]=4[N:9]=[C:8]3[CH2:28][C:29]3([C:34]([OH:36])=[O:35])[CH2:33][CH2:32][CH2:31][CH2:30]3)=[CH:4][CH:3]=2)=[C:45]([CH3:50])[O:44][N:43]=1, predict the reactants needed to synthesize it. The reactants are: Br[C:2]1[CH:40]=[CH:39][C:5]([CH2:6][N:7]2[C:11]3[CH:12]=[CH:13][C:14]([O:16][CH2:17][C:18]4[CH:27]=[CH:26][C:25]5[C:20](=[CH:21][CH:22]=[CH:23][CH:24]=5)[N:19]=4)=[CH:15][C:10]=3[N:9]=[C:8]2[CH2:28][C:29]2([C:34]([O:36]CC)=[O:35])[CH2:33][CH2:32][CH2:31][CH2:30]2)=[CH:4][CH:3]=1.[CH3:41][C:42]1[C:46](B(O)O)=[C:45]([CH3:50])[O:44][N:43]=1. (3) Given the product [ClH:21].[S:1]1[C:5]2[CH:6]=[CH:7][CH:8]=[CH:9][C:4]=2[C:3]([CH2:10][CH2:11][O:12][CH2:13][CH2:14][N:15]2[CH2:19][CH2:18][C@@H:17]([OH:20])[CH2:16]2)=[CH:2]1, predict the reactants needed to synthesize it. The reactants are: [S:1]1[C:5]2[CH:6]=[CH:7][CH:8]=[CH:9][C:4]=2[C:3]([CH2:10][CH2:11][O:12][CH2:13][CH2:14][N:15]2[CH2:19][CH2:18][C@@H:17]([OH:20])[CH2:16]2)=[CH:2]1.[ClH:21].